The task is: Predict the reactants needed to synthesize the given product.. This data is from Full USPTO retrosynthesis dataset with 1.9M reactions from patents (1976-2016). (1) Given the product [CH2:18]([O:19][C:2]1[CH:3]=[CH:4][C:5]([N+:14]([O-:16])=[O:15])=[C:6]([N:8]2[CH2:13][CH2:12][CH2:11][CH2:10][CH2:9]2)[CH:7]=1)[CH3:17], predict the reactants needed to synthesize it. The reactants are: Cl[C:2]1[CH:3]=[CH:4][C:5]([N+:14]([O-:16])=[O:15])=[C:6]([N:8]2[CH2:13][CH2:12][CH2:11][CH2:10][CH2:9]2)[CH:7]=1.[CH3:17][CH2:18][O-:19].[Na+].CCO. (2) Given the product [CH:20]([O:23][C:24]1[C:25]([O:35][CH3:36])=[CH:26][C:27]([N+:32]([O-:34])=[O:33])=[C:28]([CH:29]([OH:30])[C:15]#[C:14][C:13]([O:17][CH2:18][CH3:19])=[O:16])[CH:31]=1)([CH3:22])[CH3:21], predict the reactants needed to synthesize it. The reactants are: C([Li])CCC.C(NC(C)C)(C)C.[C:13]([O:17][CH2:18][CH3:19])(=[O:16])[C:14]#[CH:15].[CH:20]([O:23][C:24]1[C:25]([O:35][CH3:36])=[CH:26][C:27]([N+:32]([O-:34])=[O:33])=[C:28]([CH:31]=1)[CH:29]=[O:30])([CH3:22])[CH3:21].C(O)(=O)C. (3) Given the product [CH3:17][C:16](=[CH2:18])[C:15]([O:20][C:10]1[CH:9]=[C:8]([C:1]2[CH:6]=[CH:5][CH:4]=[C:3]([O:7][C:39](=[O:40])[C:35]([CH3:34])=[CH2:30])[CH:2]=2)[CH:13]=[CH:12][CH:11]=1)=[O:19], predict the reactants needed to synthesize it. The reactants are: [C:1]1([C:8]2[CH:13]=[CH:12][CH:11]=[C:10](O)[CH:9]=2)[CH:6]=[CH:5][CH:4]=[C:3]([OH:7])[CH:2]=1.[C:15]([OH:20])(=[O:19])[C:16]([CH3:18])=[CH2:17].C1(N=C=N[CH:30]2[CH2:35][CH2:34]CCC2)CCCCC1.O.O.C(O)(=O)[C:39](O)=[O:40]. (4) Given the product [CH3:23][C:8]1[C:6]2[N:7]=[C:2]([C:38]3[CH:37]=[N:36][C:35]([NH2:34])=[N:40][CH:39]=3)[N:3]=[C:4]([N:24]3[CH2:29][CH2:28][O:27][CH2:26][CH2:25]3)[C:5]=2[S:10][C:9]=1[CH2:11][N:12]1[CH2:17][CH2:16][N:15]([C:18]([C@@H:19]([OH:21])[CH3:20])=[O:22])[CH2:14][CH2:13]1, predict the reactants needed to synthesize it. The reactants are: Cl[C:2]1[N:3]=[C:4]([N:24]2[CH2:29][CH2:28][O:27][CH2:26][CH2:25]2)[C:5]2[S:10][C:9]([CH2:11][N:12]3[CH2:17][CH2:16][N:15]([C:18](=[O:22])[C@@H:19]([OH:21])[CH3:20])[CH2:14][CH2:13]3)=[C:8]([CH3:23])[C:6]=2[N:7]=1.C(O)CC.[NH2:34][C:35]1[N:40]=[CH:39][C:38](B(O)O)=[CH:37][N:36]=1.P([O-])([O-])([O-])=O.[K+].[K+].[K+]. (5) The reactants are: [Cl:1][C:2]1[C:3]([CH2:17]O)=[C:4]([S:8][CH2:9][C:10]([N:12]([CH:14]([CH3:16])[CH3:15])[CH3:13])=[O:11])[CH:5]=[N:6][CH:7]=1.O=S(Cl)[Cl:21].ClC1C=NC=C(Cl)C=1CCl. Given the product [Cl:1][C:2]1[C:3]([CH2:17][Cl:21])=[C:4]([S:8][CH2:9][C:10]([N:12]([CH:14]([CH3:16])[CH3:15])[CH3:13])=[O:11])[CH:5]=[N:6][CH:7]=1, predict the reactants needed to synthesize it.